This data is from Forward reaction prediction with 1.9M reactions from USPTO patents (1976-2016). The task is: Predict the product of the given reaction. (1) Given the reactants [CH3:1][C:2]1[CH2:6][CH:5]=[CH:4][CH:3]=1.[H-].[Na+].Cl[CH2:10][CH2:11][CH2:12][Si:13]([O:17][CH3:18])([O:15][CH3:16])[CH3:14], predict the reaction product. The product is: [CH3:1][C:2]1[CH:6]=[CH:5][CH:4]([CH2:10][CH2:11][CH2:12][Si:13]([O:17][CH3:18])([O:15][CH3:16])[CH3:14])[CH:3]=1. (2) Given the reactants Cl[C:2]1[C:3]2[C:4](=[CH:13][N:14](CC3C=CC(OC)=CC=3)[N:15]=2)[N:5]=[C:6]([C:8]2[S:9][CH:10]=[CH:11][CH:12]=2)[N:7]=1.[NH2:25][C:26]1[CH:36]=[CH:35][C:29]2[O:30][CH2:31][C:32](=[O:34])[NH:33][C:28]=2[CH:27]=1.Cl, predict the reaction product. The product is: [S:9]1[CH:10]=[CH:11][CH:12]=[C:8]1[C:6]1[N:7]=[C:2]([NH:25][C:26]2[CH:36]=[CH:35][C:29]3[O:30][CH2:31][C:32](=[O:34])[NH:33][C:28]=3[CH:27]=2)[C:3]2[NH:15][N:14]=[CH:13][C:4]=2[N:5]=1. (3) Given the reactants [Br:1][C:2]1[CH:7]=[CH:6][C:5]([OH:8])=[C:4]([F:9])[CH:3]=1.[C:10](OC(=O)C)(=[O:12])[CH3:11].N1C=CC=CC=1, predict the reaction product. The product is: [C:10]([O:8][C:5]1[CH:6]=[CH:7][C:2]([Br:1])=[CH:3][C:4]=1[F:9])(=[O:12])[CH3:11]. (4) Given the reactants P(Cl)(Cl)(Cl)(Cl)[Cl:2].NC.[CH3:9][N:10]([CH2:15][C:16]1[O:17][C:18]2[CH:25]=[CH:24][CH:23]=[CH:22][C:19]=2[C:20]=1[CH3:21])[C:11](=[O:14])[CH:12]=[CH2:13].CCN(C(C)C)C(C)C.CC1C=CC=CC=1P(C1C=CC=CC=1C)C1C=CC=CC=1C.Cl.Br[C:59]1[CH:68]=[N:67][C:66]2[NH:65]/[C:64](=[N:69]/[CH3:70])/[C:63]([CH3:72])([CH3:71])[O:62][C:61]=2[CH:60]=1.ClC(Cl)C.BrC1C=NC2NC(=O)C(C)(C)OC=2C=1, predict the reaction product. The product is: [ClH:2].[CH3:71][C:63]1([CH3:72])[O:62][C:61]2[CH:60]=[C:59](/[CH:13]=[CH:12]/[C:11]([N:10]([CH3:9])[CH2:15][C:16]3[O:17][C:18]4[CH:25]=[CH:24][CH:23]=[CH:22][C:19]=4[C:20]=3[CH3:21])=[O:14])[CH:68]=[N:67][C:66]=2[NH:65]/[C:64]/1=[N:69]/[CH3:70].